From a dataset of Full USPTO retrosynthesis dataset with 1.9M reactions from patents (1976-2016). Predict the reactants needed to synthesize the given product. Given the product [O:1]1[CH2:2][CH2:3][N:4]([CH2:7][CH2:8][O:9][C:10]2[CH:18]=[C:17]3[C:13]([C:14]([C:26]4[CH:27]=[CH:28][C:29]([C:32]([F:33])([F:35])[F:34])=[CH:30][CH:31]=4)=[C:15]([C:20]4[CH:25]=[N:39][CH:23]=[N:22][CH:21]=4)[C:16]3=[O:19])=[CH:12][CH:11]=2)[CH2:5][CH2:6]1, predict the reactants needed to synthesize it. The reactants are: [O:1]1[CH2:6][CH2:5][N:4]([CH2:7][CH2:8][O:9][C:10]2[CH:18]=[C:17]3[C:13]([C:14]([C:26]4[CH:31]=[CH:30][C:29]([C:32]([F:35])([F:34])[F:33])=[CH:28][CH:27]=4)=[C:15]([C:20]4[CH:21]=[N:22][CH:23]=C[CH:25]=4)[C:16]3=[O:19])=[CH:12][CH:11]=2)[CH2:3][CH2:2]1.O1CC[N:39](CCOC2C=C3C(C(C4C=CC=CC=4)=C(Br)C3=O)=CC=2)CC1.N1C=C(B(O)O)C=NC=1.